This data is from Forward reaction prediction with 1.9M reactions from USPTO patents (1976-2016). The task is: Predict the product of the given reaction. (1) The product is: [CH2:18]([O:17][C:15](=[O:16])[C:14](=[O:20])[CH2:11][C:10](=[O:12])[CH:9]([O:2][C:3]1[CH:8]=[CH:7][CH:6]=[CH:5][CH:4]=1)[CH3:13])[CH3:19]. Given the reactants [Na].[O:2]([CH:9]([CH3:13])[C:10](=[O:12])[CH3:11])[C:3]1[CH:8]=[CH:7][CH:6]=[CH:5][CH:4]=1.[C:14](OCC)(=[O:20])[C:15]([O:17][CH2:18][CH3:19])=[O:16], predict the reaction product. (2) The product is: [CH:12]1([N:8]2[CH:7]=[N:6][C:5]3[C:9]2=[N:10][C:2]([Cl:1])=[N:3][C:4]=3[Cl:11])[CH2:16][CH2:15][CH2:14][CH2:13]1. Given the reactants [Cl:1][C:2]1[N:10]=[C:9]2[C:5]([NH:6][CH:7]=[N:8]2)=[C:4]([Cl:11])[N:3]=1.[CH:12]1(O)[CH2:16][CH2:15][CH2:14][CH2:13]1, predict the reaction product. (3) Given the reactants [CH3:1][N:2]([CH3:17])[C:3]1[O:4][C:5]2[C:15]([N:16]=1)=[CH:14][C:8]1[CH2:9][CH2:10][NH:11][CH2:12][CH2:13][C:7]=1[CH:6]=2.[Cl:18][CH2:19][CH2:20][CH2:21][S:22][C:23]1[N:24]([CH3:39])[C:25]([C:28]2[CH:37]=[CH:36][CH:35]=[C:34]3[C:29]=2[CH:30]=[CH:31][C:32]([CH3:38])=[N:33]3)=[N:26][N:27]=1, predict the reaction product. The product is: [ClH:18].[ClH:18].[CH3:1][N:2]([CH3:17])[C:3]1[O:4][C:5]2[C:15]([N:16]=1)=[CH:14][C:8]1[CH2:9][CH2:10][N:11]([CH2:19][CH2:20][CH2:21][S:22][C:23]3[N:24]([CH3:39])[C:25]([C:28]4[CH:37]=[CH:36][CH:35]=[C:34]5[C:29]=4[CH:30]=[CH:31][C:32]([CH3:38])=[N:33]5)=[N:26][N:27]=3)[CH2:12][CH2:13][C:7]=1[CH:6]=2. (4) Given the reactants Cl.[CH3:2][O:3][C:4]1[CH:5]=[C:6]([C:12]2[C@@H:21]3[C@@H:16]([CH2:17][CH2:18][CH2:19][CH2:20]3)[C:15](=[O:22])[N:14]([CH:23]3[CH2:28][CH2:27][NH:26][CH2:25][CH2:24]3)[N:13]=2)[CH:7]=[CH:8][C:9]=1[O:10][CH3:11].[C:29]([O:33][C:34]([NH:36][C@H:37]([CH:41]1[CH2:46][CH2:45][CH2:44][CH2:43][CH2:42]1)[C:38](O)=[O:39])=[O:35])([CH3:32])([CH3:31])[CH3:30].CN(C(ON1N=NC2C=CC=CC1=2)=[N+](C)C)C.F[P-](F)(F)(F)(F)F.CCN(C(C)C)C(C)C, predict the reaction product. The product is: [CH:41]1([C@@H:37]([NH:36][C:34](=[O:35])[O:33][C:29]([CH3:31])([CH3:30])[CH3:32])[C:38]([N:26]2[CH2:25][CH2:24][CH:23]([N:14]3[N:13]=[C:12]([C:6]4[CH:7]=[CH:8][C:9]([O:10][CH3:11])=[C:4]([O:3][CH3:2])[CH:5]=4)[C@@H:21]4[C@@H:16]([CH2:17][CH2:18][CH2:19][CH2:20]4)[C:15]3=[O:22])[CH2:28][CH2:27]2)=[O:39])[CH2:42][CH2:43][CH2:44][CH2:45][CH2:46]1. (5) Given the reactants [CH2:1]([O:3][C:4](=[O:16])[CH2:5][N:6]1[C:14]2[C:9](=[CH:10][CH:11]=[C:12]([OH:15])[CH:13]=2)[CH:8]=[CH:7]1)[CH3:2].[CH3:17][N:18]1[C:22]([C:23]2[CH:28]=[CH:27][C:26]([O:29][C:30]([F:33])([F:32])[F:31])=[CH:25][CH:24]=2)=[CH:21][C:20]([CH2:34]O)=[N:19]1.CN(C)C(N=NC(N(C)C)=O)=O.C(P(CCCC)CCCC)CCC, predict the reaction product. The product is: [CH2:1]([O:3][C:4](=[O:16])[CH2:5][N:6]1[C:14]2[C:9](=[CH:10][CH:11]=[C:12]([O:15][CH2:34][C:20]3[CH:21]=[C:22]([C:23]4[CH:24]=[CH:25][C:26]([O:29][C:30]([F:32])([F:31])[F:33])=[CH:27][CH:28]=4)[N:18]([CH3:17])[N:19]=3)[CH:13]=2)[CH:8]=[CH:7]1)[CH3:2]. (6) Given the reactants [Cl:1][C:2]1[N:3]=[CH:4][C:5]2[S:10][CH:9]=[C:8]([C:11]([OH:13])=O)[C:6]=2[N:7]=1.[N:14]1[C:23]2[C:18](=[CH:19][C:20]([NH2:24])=[CH:21][CH:22]=2)[CH:17]=[CH:16][CH:15]=1.C(N(CC)C(C)C)(C)C.C1CN(C(ON2N=NC3C2=CC=CC=3)=[N+]2CCCC2)CC1.F[P-](F)(F)(F)(F)F, predict the reaction product. The product is: [N:14]1[C:23]2[C:18](=[CH:19][C:20]([NH:24][C:11]([C:8]3[C:6]4[N:7]=[C:2]([Cl:1])[N:3]=[CH:4][C:5]=4[S:10][CH:9]=3)=[O:13])=[CH:21][CH:22]=2)[CH:17]=[CH:16][CH:15]=1. (7) Given the reactants [CH:1]1([NH:5][S:6]([C:9]2[CH:10]=[C:11]3[C:16](=[CH:17][CH:18]=2)[NH:15][CH:14]([C:19]2[CH:24]=[CH:23][CH:22]=[C:21](Br)[CH:20]=2)[CH2:13][C:12]3([CH3:27])[CH3:26])(=[O:8])=[O:7])[CH2:4][CH2:3][CH2:2]1.[OH:28][C:29]1[CH:34]=[CH:33][CH:32]=[CH:31][C:30]=1B(O)O.C(=O)([O-])[O-].[Na+].[Na+], predict the reaction product. The product is: [CH:1]1([NH:5][S:6]([C:9]2[CH:10]=[C:11]3[C:16](=[CH:17][CH:18]=2)[NH:15][CH:14]([C:19]2[CH:20]=[C:21]([C:30]4[CH:31]=[CH:32][CH:33]=[CH:34][C:29]=4[OH:28])[CH:22]=[CH:23][CH:24]=2)[CH2:13][C:12]3([CH3:27])[CH3:26])(=[O:8])=[O:7])[CH2:4][CH2:3][CH2:2]1. (8) Given the reactants C[O:2][C:3]1[CH:25]=[CH:24][C:6]2[N:7]([C:18]3[CH:23]=[CH:22][CH:21]=[CH:20][N:19]=3)[C:8](/[CH:10]=[CH:11]/[C:12]3[CH:17]=[CH:16][CH:15]=[CH:14][CH:13]=3)=[N:9][C:5]=2[CH:4]=1.OC1C=C(C=CC=1)C=CC1(/C=C/C2C=CC=CC=2)N(C2C=CC=CN=2)C2C=CC(C(F)(F)F)=CC=2N1.C(O)(=O)C(O)=O, predict the reaction product. The product is: [OH:2][C:3]1[CH:25]=[CH:24][C:6]2[N:7]([C:18]3[CH:23]=[CH:22][CH:21]=[CH:20][N:19]=3)[C:8](/[CH:10]=[CH:11]/[C:12]3[CH:17]=[CH:16][CH:15]=[CH:14][CH:13]=3)=[N:9][C:5]=2[CH:4]=1. (9) Given the reactants [F:1][C:2]([F:27])([F:26])[CH2:3][CH:4]([OH:25])[CH2:5][O:6][C:7]1[CH:15]=[CH:14][CH:13]=[C:12]2[C:8]=1[CH:9]=[CH:10][N:11]2[C:16]1[CH:21]=[CH:20][N:19]=[C:18](S(C)=O)[N:17]=1.[NH2:28][CH:29]1[CH2:34][CH2:33][CH:32]([NH:35][S:36]([CH3:39])(=[O:38])=[O:37])[CH2:31][CH2:30]1, predict the reaction product. The product is: [F:26][C:2]([F:1])([F:27])[CH2:3][CH:4]([OH:25])[CH2:5][O:6][C:7]1[CH:15]=[CH:14][CH:13]=[C:12]2[C:8]=1[CH:9]=[CH:10][N:11]2[C:16]1[CH:21]=[CH:20][N:19]=[C:18]([NH:28][CH:29]2[CH2:34][CH2:33][CH:32]([NH:35][S:36]([CH3:39])(=[O:38])=[O:37])[CH2:31][CH2:30]2)[N:17]=1.